From a dataset of Full USPTO retrosynthesis dataset with 1.9M reactions from patents (1976-2016). Predict the reactants needed to synthesize the given product. (1) Given the product [CH3:24][C@H:22]1[NH:21][C@@H:20]([CH3:25])[CH2:19][N:18]([CH2:17][C:14]2[CH:13]=[CH:12][C:11]([C:10]3[C:5]([C:3]([OH:4])=[O:2])=[N:6][CH:7]=[CH:8][CH:9]=3)=[CH:16][CH:15]=2)[CH2:23]1, predict the reactants needed to synthesize it. The reactants are: C[O:2][C:3]([C:5]1[C:10]([C:11]2[CH:16]=[CH:15][C:14]([CH2:17][N:18]3[CH2:23][C@H:22]([CH3:24])[NH:21][C@H:20]([CH3:25])[CH2:19]3)=[CH:13][CH:12]=2)=[CH:9][CH:8]=[CH:7][N:6]=1)=[O:4].[OH-].[Na+].Cl. (2) Given the product [CH2:25]([O:24][C:22]([C:19]1[N:18]([C:11]2[CH:12]=[CH:13][C:8]([O:1][C:2]3[CH:7]=[CH:6][CH:5]=[CH:4][CH:3]=3)=[CH:9][CH:10]=2)[N:17]=[CH:21][CH:20]=1)=[O:23])[CH3:26].[CH2:25]([O:24][C:22]([C:19]1[CH:20]=[CH:21][N:17]([C:11]2[CH:12]=[CH:13][C:8]([O:1][C:2]3[CH:7]=[CH:6][CH:5]=[CH:4][CH:3]=3)=[CH:9][CH:10]=2)[N:18]=1)=[O:23])[CH3:26], predict the reactants needed to synthesize it. The reactants are: [O:1]([C:8]1[CH:13]=[CH:12][C:11](B(O)O)=[CH:10][CH:9]=1)[C:2]1[CH:7]=[CH:6][CH:5]=[CH:4][CH:3]=1.[NH:17]1[CH:21]=[CH:20][C:19]([C:22]([O:24][CH2:25][CH3:26])=[O:23])=[N:18]1.N1C=CC=CC=1. (3) Given the product [CH2:1]([NH:3][C:4]([NH:6][C:7]1[CH:12]=[C:11]([C:13]2[S:14][CH:15]=[C:16]([C:18]3[CH:23]=[CH:22][CH:21]=[C:20]([O:24][CH3:25])[N:19]=3)[N:17]=2)[C:10]([C:26]2[S:27][C:28]([C:37]3[O:38][C:41](=[O:42])[NH:40][N:39]=3)=[C:29]([C:31]3[N:35]([CH3:36])[N:34]=[CH:33][N:32]=3)[N:30]=2)=[CH:9][N:8]=1)=[O:5])[CH3:2], predict the reactants needed to synthesize it. The reactants are: [CH2:1]([NH:3][C:4]([NH:6][C:7]1[CH:12]=[C:11]([C:13]2[S:14][CH:15]=[C:16]([C:18]3[CH:23]=[CH:22][CH:21]=[C:20]([O:24][CH3:25])[N:19]=3)[N:17]=2)[C:10]([C:26]2[S:27][C:28]([C:37]([NH:39][NH2:40])=[O:38])=[C:29]([C:31]3[N:35]([CH3:36])[N:34]=[CH:33][N:32]=3)[N:30]=2)=[CH:9][N:8]=1)=[O:5])[CH3:2].[C:41](N1C=CN=C1)(N1C=CN=C1)=[O:42]. (4) Given the product [CH2:10]([O:9][C:5]1[CH:4]=[C:3]([C:17]2([OH:21])[CH2:20][CH2:19][CH2:18]2)[CH:8]=[CH:7][CH:6]=1)[C:11]1[CH:16]=[CH:15][CH:14]=[CH:13][CH:12]=1, predict the reactants needed to synthesize it. The reactants are: [Mg].Br[C:3]1[CH:8]=[CH:7][CH:6]=[C:5]([O:9][CH2:10][C:11]2[CH:16]=[CH:15][CH:14]=[CH:13][CH:12]=2)[CH:4]=1.[C:17]1(=[O:21])[CH2:20][CH2:19][CH2:18]1.[Cl-].[NH4+]. (5) The reactants are: [Cl:1][C:2]1[CH:11]=[CH:10][C:9]2[CH:8]3[CH2:12][CH:13]=[CH:14][C:15](=[O:16])[N:7]3[CH2:6][CH2:5][C:4]=2[N:3]=1.CCOC(C)=O. Given the product [Cl:1][C:2]1[CH:11]=[CH:10][C:9]2[CH:8]3[CH2:12][CH2:13][CH2:14][C:15](=[O:16])[N:7]3[CH2:6][CH2:5][C:4]=2[N:3]=1, predict the reactants needed to synthesize it. (6) Given the product [CH3:14][O:13][CH2:12][C:9]1[CH:10]=[CH:11][C:6]([CH:2]2[NH:1][C:15]3([CH2:20][CH2:19][CH2:18][CH2:17][CH2:16]3)[NH:5][C:3]2=[O:4])=[CH:7][CH:8]=1, predict the reactants needed to synthesize it. The reactants are: [NH2:1][CH:2]([C:6]1[CH:11]=[CH:10][C:9]([CH2:12][O:13][CH3:14])=[CH:8][CH:7]=1)[C:3]([NH2:5])=[O:4].[C:15]1(=O)[CH2:20][CH2:19][CH2:18][CH2:17][CH2:16]1. (7) Given the product [CH2:22]([O:24][C:25]([N:27]1[C:31]2[CH2:32][N:33]([C:35]([O:37][C:38]([CH3:41])([CH3:40])[CH3:39])=[O:36])[CH2:34][C:30]=2[C:29]([NH:42][C:12](=[O:14])[CH:11]([C:2]2[CH:3]=[CH:4][C:5]3[C:10](=[CH:9][CH:8]=[CH:7][CH:6]=3)[CH:1]=2)[CH3:15])=[N:28]1)=[O:26])[CH3:23], predict the reactants needed to synthesize it. The reactants are: [CH:1]1[C:10]2[C:5](=[CH:6][CH:7]=[CH:8][CH:9]=2)[CH:4]=[CH:3][C:2]=1[CH:11]([CH3:15])[C:12]([OH:14])=O.C(Cl)(C(Cl)=O)=O.[CH2:22]([O:24][C:25]([N:27]1[C:31]2[CH2:32][N:33]([C:35]([O:37][C:38]([CH3:41])([CH3:40])[CH3:39])=[O:36])[CH2:34][C:30]=2[C:29]([NH2:42])=[N:28]1)=[O:26])[CH3:23].CCN(C(C)C)C(C)C. (8) Given the product [O:13]=[C:14]1[CH2:15][CH2:16][C@@H:17]([NH:20][C:21](=[O:27])[O:22][C:23]([CH3:25])([CH3:24])[CH3:26])[C@H:18]([C:6]2[CH:7]=[CH:8][C:3]([C:2]([F:12])([F:11])[F:1])=[CH:4][CH:5]=2)[CH2:19]1, predict the reactants needed to synthesize it. The reactants are: [F:1][C:2]([F:12])([F:11])[C:3]1[CH:8]=[CH:7][C:6]([Mg]Br)=[CH:5][CH:4]=1.[O:13]=[C:14]1[CH2:19][CH2:18][C@@H:17]([NH:20][C:21](=[O:27])[O:22][C:23]([CH3:26])([CH3:25])[CH3:24])[CH:16]=[CH:15]1.